Dataset: Full USPTO retrosynthesis dataset with 1.9M reactions from patents (1976-2016). Task: Predict the reactants needed to synthesize the given product. (1) Given the product [CH2:21]([O:1][C:2]1[C:11]([CH3:12])=[C:10]([O:29][CH2:28][CH3:14])[CH:9]=[CH:8][C:3]=1[C:4]([OH:6])=[O:5])[CH3:22], predict the reactants needed to synthesize it. The reactants are: [OH:1][C:2]1[C:11]([CH3:12])=[C:10](O)[CH:9]=[CH:8][C:3]=1[C:4]([O:6]C)=[O:5].[C:14](=O)([O-])[O-].[Cs+].[Cs+].I[CH2:21][CH3:22].[OH-].[Na+].CN([CH:28]=[O:29])C. (2) Given the product [F:34][C:2]([F:1])([F:33])[O:3][C:4]1[CH:5]=[C:6]([CH2:10][C:11]([NH:13][C:14]2[S:18][C:17]([CH2:19][CH2:20][CH2:21][CH2:22][N:23]3[CH:27]=[C:26]([C:28]([OH:30])=[O:29])[N:25]=[N:24]3)=[N:16][N:15]=2)=[O:12])[CH:7]=[CH:8][CH:9]=1, predict the reactants needed to synthesize it. The reactants are: [F:1][C:2]([F:34])([F:33])[O:3][C:4]1[CH:5]=[C:6]([CH2:10][C:11]([NH:13][C:14]2[S:18][C:17]([CH2:19][CH2:20][CH2:21][CH2:22][N:23]3[CH:27]=[C:26]([C:28]([O:30]CC)=[O:29])[N:25]=[N:24]3)=[N:16][N:15]=2)=[O:12])[CH:7]=[CH:8][CH:9]=1.[Li+].[OH-]. (3) Given the product [Br:1][C:2]1[C:3](=[O:9])[NH:4][N:5]=[C:6]([N+:10]([O-:12])=[O:11])[C:7]=1[Br:8], predict the reactants needed to synthesize it. The reactants are: [Br:1][C:2]1[C:3](=[O:9])[NH:4][N:5]=[CH:6][C:7]=1[Br:8].[N+:10]([O-])([OH:12])=[O:11]. (4) Given the product [CH2:5]([N:15]1[C:25]2[C:20](=[CH:21][CH:22]=[CH:23][CH:24]=2)[C:18](=[O:19])[C:16]1=[O:17])[CH2:6][CH:7]([CH3:12])[CH3:8], predict the reactants needed to synthesize it. The reactants are: C(N1[C:12]2[C:7](=[CH:8]C=CC=2)[C:6](=O)[C:5]1=O)CC.[NH:15]1[C:25]2[C:20](=[CH:21][CH:22]=[CH:23][CH:24]=2)[C:18](=[O:19])[C:16]1=[O:17].BrCCC(C)C. (5) Given the product [Br:48][C:49]1[CH:54]=[C:53]([CH3:55])[C:52]([Br:56])=[CH:51][C:50]=1[C:57]([OH:41])=[O:58], predict the reactants needed to synthesize it. The reactants are: C(C1C=C(C#CC2C=C(C)C(C#CC3C=C(C(C)(C)C)C=C(C(C)(C)C)C=3)=CC=2C(OC)=[O:41])C=C(C(C)(C)C)C=1)(C)(C)C.[N+]([O-])(O)=O.[Br:48][C:49]1[CH:54]=[C:53]([CH3:55])[C:52]([Br:56])=[CH:51][C:50]=1[CH3:57].[OH2:58]. (6) Given the product [Br:13][C:11]1[CH:12]=[C:7]([CH:26]([C:25]2[CH:28]=[CH:29][C:22]([O:21][CH2:19][CH3:20])=[CH:23][CH:24]=2)[OH:27])[CH:8]=[N:9][CH:10]=1, predict the reactants needed to synthesize it. The reactants are: O1CCCC1.Br[C:7]1[CH:8]=[N:9][CH:10]=[C:11]([Br:13])[CH:12]=1.C([Mg]Cl)(C)C.[CH2:19]([O:21][C:22]1[CH:29]=[CH:28][C:25]([CH:26]=[O:27])=[CH:24][CH:23]=1)[CH3:20].